Dataset: Forward reaction prediction with 1.9M reactions from USPTO patents (1976-2016). Task: Predict the product of the given reaction. (1) Given the reactants [CH:1]1([CH2:6][CH:7]([N:11]2[C:16](=[O:17])[CH:15]=[C:14]([O:18][C:19]3[CH:24]=[CH:23][CH:22]=[CH:21][CH:20]=3)[CH:13]=[N:12]2)[C:8]([OH:10])=O)[CH2:5][CH2:4][CH2:3][CH2:2]1.[CH3:25][C:26]1[S:30][C:29]([NH2:31])=[N:28][N:27]=1, predict the reaction product. The product is: [CH:1]1([CH2:6][CH:7]([N:11]2[C:16](=[O:17])[CH:15]=[C:14]([O:18][C:19]3[CH:20]=[CH:21][CH:22]=[CH:23][CH:24]=3)[CH:13]=[N:12]2)[C:8]([NH:31][C:29]2[S:30][C:26]([CH3:25])=[N:27][N:28]=2)=[O:10])[CH2:2][CH2:3][CH2:4][CH2:5]1. (2) Given the reactants [C:1]([N:4]1[C:12]2[C:7](=[CH:8][C:9]([C:13](=[O:15])[CH3:14])=[CH:10][CH:11]=2)[CH2:6][C:5]1=[O:16])(=[O:3])[CH3:2].[C:17](OC)(OC)([O:21][CH3:22])[CH2:18][CH2:19][CH3:20], predict the reaction product. The product is: [C:1]([N:4]1[C:12]2[C:7](=[CH:8][C:9]([C:13](=[O:15])[CH3:14])=[CH:10][CH:11]=2)[C:6](=[C:17]([O:21][CH3:22])[CH2:18][CH2:19][CH3:20])[C:5]1=[O:16])(=[O:3])[CH3:2]. (3) Given the reactants CS(OC[CH2:7][CH:8](OS(C)(=O)=O)[CH:9](OS(C)(=O)=O)[CH2:10][CH2:11]OS(C)(=O)=O)(=O)=O.[CH2:27]([NH2:34])[C:28]1[CH:33]=[CH:32][CH:31]=[CH:30][CH:29]=1.O1CCO[CH2:37][CH2:36]1.C(Cl)(=O)C.[CH2:45]([N:47]([CH2:50][CH3:51])[CH2:48][CH3:49])[CH3:46], predict the reaction product. The product is: [CH2:27]([N:34]1[CH2:37][CH2:36][CH:45]2[N:47]([CH2:50][C:51]3[CH:7]=[CH:8][CH:9]=[CH:10][CH:11]=3)[CH2:48][CH2:49][CH:46]12)[C:28]1[CH:33]=[CH:32][CH:31]=[CH:30][CH:29]=1. (4) Given the reactants C([O:3][C:4](=[O:25])[C@@H:5]([O:22][CH2:23][CH3:24])[CH2:6][C:7]1[CH:12]=[CH:11][C:10]([O:13][CH2:14][C:15]2[S:16][C:17](Br)=[CH:18][C:19]=2[CH3:20])=[CH:9][CH:8]=1)C.[CH3:26][C:27]1[CH:31]=[C:30]([C:32]2[CH:37]=[CH:36][C:35](B3OC(C)(C)C(C)(C)O3)=[CH:34][CH:33]=2)[O:29][N:28]=1, predict the reaction product. The product is: [CH2:23]([O:22][C@@H:5]([CH2:6][C:7]1[CH:8]=[CH:9][C:10]([O:13][CH2:14][C:15]2[S:16][C:17]([C:35]3[CH:34]=[CH:33][C:32]([C:30]4[O:29][N:28]=[C:27]([CH3:26])[CH:31]=4)=[CH:37][CH:36]=3)=[CH:18][C:19]=2[CH3:20])=[CH:11][CH:12]=1)[C:4]([OH:3])=[O:25])[CH3:24]. (5) Given the reactants [F:1][C:2]([F:15])([F:14])[CH2:3][N:4]1[C:12]2[C:7](=[CH:8][CH:9]=[CH:10][CH:11]=2)[CH2:6][C:5]1=[O:13].[C:16](Cl)(=[O:18])[CH3:17].[Cl-].[Cl-].[Cl-].[Al+3], predict the reaction product. The product is: [C:16]([C:9]1[CH:8]=[C:7]2[C:12](=[CH:11][CH:10]=1)[N:4]([CH2:3][C:2]([F:1])([F:14])[F:15])[C:5](=[O:13])[CH2:6]2)(=[O:18])[CH3:17]. (6) Given the reactants [H-].[Na+].[Cl-].[CH3:4][S:5][C:6]1[CH:31]=[CH:30][C:9]([CH2:10][P+](C2C=CC=CC=2)(C2C=CC=CC=2)C2C=CC=CC=2)=[CH:8][CH:7]=1.O=[C:33]1[CH2:38][CH2:37][N:36]([C:39]([O:41][C:42]([CH3:45])([CH3:44])[CH3:43])=[O:40])[CH2:35][CH2:34]1, predict the reaction product. The product is: [CH3:4][S:5][C:6]1[CH:7]=[CH:8][C:9]([CH:10]=[C:33]2[CH2:38][CH2:37][N:36]([C:39]([O:41][C:42]([CH3:45])([CH3:44])[CH3:43])=[O:40])[CH2:35][CH2:34]2)=[CH:30][CH:31]=1. (7) Given the reactants [NH:1]1[C:9]2[C:4](=[CH:5][CH:6]=[CH:7][CH:8]=2)[C:3](/[CH:10]=[C:11]2\[O:12][C:13]3[CH:20]=[C:19]([OH:21])[CH:18]=[CH:17][C:14]=3[C:15]\2=[O:16])=[CH:2]1.[CH3:22][N:23]([CH2:31][CH2:32][CH2:33][CH2:34][CH2:35][CH2:36][CH2:37][CH2:38][NH:39][CH3:40])[C:24](=[O:30])[O:25][C:26]([CH3:29])([CH3:28])[CH3:27].[CH2:41]=O, predict the reaction product. The product is: [NH:1]1[C:9]2[C:4](=[CH:5][CH:6]=[CH:7][CH:8]=2)[C:3](/[CH:10]=[C:11]2\[O:12][C:13]3[C:20]([CH2:40][N:39]([CH3:41])[CH2:38][CH2:37][CH2:36][CH2:35][CH2:34][CH2:33][CH2:32][CH2:31][N:23]([CH3:22])[C:24](=[O:30])[O:25][C:26]([CH3:29])([CH3:28])[CH3:27])=[C:19]([OH:21])[CH:18]=[CH:17][C:14]=3[C:15]\2=[O:16])=[CH:2]1. (8) Given the reactants [Cl:1][C:2]1[CH:10]=[C:9]2[C:5](/[C:6](=[CH:20]/[C:21]3[CH:26]=[CH:25][CH:24]=[C:23]([Cl:27])[CH:22]=3)/[C:7](=[O:19])[N:8]2[CH2:11][O:12][CH2:13][CH2:14][Si](C)(C)C)=[CH:4][CH:3]=1.[F:28][C:29]1[C:34]([F:35])=[CH:33][CH:32]=[C:31]([O:36][CH:37]([CH3:39])[CH3:38])[C:30]=1[CH:40]=[N:41][C:42]([O:44][Si:45]([CH3:48])([CH3:47])[CH3:46])=[CH2:43], predict the reaction product. The product is: [Cl:1][C:2]1[CH:10]=[C:9]2[NH:8][C:7](=[O:19])[C:6]3([CH:20]([C:21]4[CH:26]=[CH:25][CH:24]=[C:23]([Cl:27])[CH:22]=4)[CH2:43][C:42](=[O:44])[NH:41][CH:40]3[C:30]3[C:31]([O:36][CH:37]([CH3:38])[CH3:39])=[CH:32][CH:33]=[C:34]([F:35])[C:29]=3[F:28])[C:5]2=[CH:4][CH:3]=1.[CH3:11][O:12][CH:13]([Si:45]([CH3:46])([CH3:47])[CH3:48])[CH3:14].